Dataset: Reaction yield outcomes from USPTO patents with 853,638 reactions. Task: Predict the reaction yield, written as a fraction of the theoretical maximum amount of product (1.0 means a 100% yield; for example, 0.34 means a 34% yield). (1) The reactants are Cl.[Br:2][C:3]1[CH:8]=[CH:7][C:6]([CH2:9][NH2:10])=[C:5]([F:11])[CH:4]=1.C(N(CC)CC)C.[C:19](O[C:19]([O:21][C:22]([CH3:25])([CH3:24])[CH3:23])=[O:20])([O:21][C:22]([CH3:25])([CH3:24])[CH3:23])=[O:20]. The catalyst is O1CCOCC1.O. The product is [Br:2][C:3]1[CH:8]=[CH:7][C:6]([CH2:9][NH:10][C:19](=[O:20])[O:21][C:22]([CH3:25])([CH3:24])[CH3:23])=[C:5]([F:11])[CH:4]=1. The yield is 0.960. (2) The reactants are [C:1]([N:20]1[CH:24]=[C:23]([C:25](=[O:27])[CH3:26])[N:22]=[CH:21]1)([C:14]1[CH:19]=[CH:18][CH:17]=[CH:16][CH:15]=1)([C:8]1[CH:13]=[CH:12][CH:11]=[CH:10][CH:9]=1)[C:2]1[CH:7]=[CH:6][CH:5]=[CH:4][CH:3]=1.[H-].[Na+].[F:30][C:31]1[CH:36]=[CH:35][C:34]([CH2:37][C:38](OC)=[O:39])=[CH:33][CH:32]=1. The catalyst is C1COCC1. The product is [F:30][C:31]1[CH:36]=[CH:35][C:34]([CH2:37][C:38](=[O:39])[CH2:26][C:25]([C:23]2[N:22]=[CH:21][N:20]([C:1]([C:14]3[CH:15]=[CH:16][CH:17]=[CH:18][CH:19]=3)([C:8]3[CH:9]=[CH:10][CH:11]=[CH:12][CH:13]=3)[C:2]3[CH:7]=[CH:6][CH:5]=[CH:4][CH:3]=3)[CH:24]=2)=[O:27])=[CH:33][CH:32]=1. The yield is 0.480.